Dataset: NCI-60 drug combinations with 297,098 pairs across 59 cell lines. Task: Regression. Given two drug SMILES strings and cell line genomic features, predict the synergy score measuring deviation from expected non-interaction effect. Drug 1: CC1=C(N=C(N=C1N)C(CC(=O)N)NCC(C(=O)N)N)C(=O)NC(C(C2=CN=CN2)OC3C(C(C(C(O3)CO)O)O)OC4C(C(C(C(O4)CO)O)OC(=O)N)O)C(=O)NC(C)C(C(C)C(=O)NC(C(C)O)C(=O)NCCC5=NC(=CS5)C6=NC(=CS6)C(=O)NCCC[S+](C)C)O. Drug 2: CC(C)CN1C=NC2=C1C3=CC=CC=C3N=C2N. Cell line: SK-MEL-5. Synergy scores: CSS=29.2, Synergy_ZIP=-10.7, Synergy_Bliss=-0.697, Synergy_Loewe=-3.00, Synergy_HSA=-1.60.